From a dataset of Forward reaction prediction with 1.9M reactions from USPTO patents (1976-2016). Predict the product of the given reaction. (1) Given the reactants [N+:1]([C:4]1[CH:5]=[C:6]([CH2:10][CH2:11][OH:12])[CH:7]=[CH:8][CH:9]=1)([O-:3])=[O:2].C(N(CC)CC)C.[CH3:20][S:21](Cl)(=[O:23])=[O:22], predict the reaction product. The product is: [N+:1]([C:4]1[CH:5]=[C:6]([CH2:10][CH2:11][O:12][S:21]([CH3:20])(=[O:23])=[O:22])[CH:7]=[CH:8][CH:9]=1)([O-:3])=[O:2]. (2) Given the reactants [Cl:1][C:2]1[CH:7]=[CH:6][CH:5]=[CH:4][C:3]=1[CH:8]([O:10][C:11](=[O:34])[NH:12][C:13]1[C:14]([CH3:33])=[N:15][O:16][C:17]=1[C:18]1[CH:23]=[CH:22][C:21](B2OC(C)(C)C(C)(C)O2)=[CH:20][CH:19]=1)[CH3:9].Br[C:36]1[CH:37]=[CH:38][C:39]([C:42]([O:44][CH3:45])=[O:43])=[N:40][CH:41]=1, predict the reaction product. The product is: [CH3:45][O:44][C:42]([C:39]1[CH:38]=[CH:37][C:36]([C:21]2[CH:22]=[CH:23][C:18]([C:17]3[O:16][N:15]=[C:14]([CH3:33])[C:13]=3[NH:12][C:11]([O:10][CH:8]([C:3]3[CH:4]=[CH:5][CH:6]=[CH:7][C:2]=3[Cl:1])[CH3:9])=[O:34])=[CH:19][CH:20]=2)=[CH:41][N:40]=1)=[O:43]. (3) The product is: [NH2:1][C:2]1[C:7]([C:8]#[N:9])=[C:6]([O:10][CH2:11][CH3:12])[N:5]=[C:4]([C:13]([NH:42][CH2:41][C:40]2[CH:43]=[CH:44][CH:45]=[CH:46][C:39]=2[CH3:38])=[O:15])[CH:3]=1. Given the reactants [NH2:1][C:2]1[C:7]([C:8]#[N:9])=[C:6]([O:10][CH2:11][CH3:12])[N:5]=[C:4]([C:13]([OH:15])=O)[CH:3]=1.CN(C(ON1N=NC2C=CC=CC1=2)=[N+](C)C)C.[B-](F)(F)(F)F.[CH3:38][C:39]1[CH:46]=[CH:45][CH:44]=[CH:43][C:40]=1[CH2:41][NH2:42], predict the reaction product.